Dataset: Reaction yield outcomes from USPTO patents with 853,638 reactions. Task: Predict the reaction yield, written as a fraction of the theoretical maximum amount of product (1.0 means a 100% yield; for example, 0.34 means a 34% yield). (1) The reactants are [CH:1]1([NH2:7])[CH2:6][CH2:5][CH2:4][CH2:3][CH2:2]1.Cl[C:9]1[N:14]=[C:13]([N:15]2[C:19]3[CH:20]=[CH:21][CH:22]=[CH:23][C:18]=3[N:17]=[N:16]2)[C:12]([Cl:24])=[CH:11][N:10]=1. The yield is 0.530. The product is [N:15]1([C:13]2[C:12]([Cl:24])=[CH:11][N:10]=[C:9]([NH:7][CH:1]3[CH2:6][CH2:5][CH2:4][CH2:3][CH2:2]3)[N:14]=2)[C:19]2[CH:20]=[CH:21][CH:22]=[CH:23][C:18]=2[N:17]=[N:16]1. The catalyst is C1COCC1. (2) The reactants are Br[C:2]1[CH:3]=[N:4][N:5]([CH3:7])[CH:6]=1.[Cl:8][C:9]1[C:17]([F:18])=[CH:16][C:15](B2OC(C)(C)C(C)(C)O2)=[CH:14][C:10]=1[C:11]([O-:13])=[O:12].[CH3:28]OC(=O)C1C=C(B2OC(C)(C)C(C)(C)O2)C=CC=1Cl.[F-].[Cs+]. The catalyst is O1CCOCC1. The product is [Cl:8][C:9]1[C:17]([F:18])=[CH:16][C:15]([C:2]2[CH:3]=[N:4][N:5]([CH3:7])[CH:6]=2)=[CH:14][C:10]=1[C:11]([O:13][CH3:28])=[O:12]. The yield is 0.190. (3) The product is [Br:6][C:7]1[CH:16]=[CH:15][CH:14]=[C:13]2[C:8]=1[CH2:9][CH2:10][N:11]([C:20]([O:22][C:23]([CH3:26])([CH3:25])[CH3:24])=[O:21])[CH:12]2[C:17](=[O:18])[NH:27][C:28]1[CH:40]=[CH:39][C:31]([C:32]([O:34][C:35]([CH3:36])([CH3:37])[CH3:38])=[O:33])=[CH:30][CH:29]=1. No catalyst specified. The reactants are P(Cl)(Cl)(Cl)=O.[Br:6][C:7]1[CH:16]=[CH:15][CH:14]=[C:13]2[C:8]=1[CH2:9][CH2:10][N:11]([C:20]([O:22][C:23]([CH3:26])([CH3:25])[CH3:24])=[O:21])[CH:12]2[C:17](O)=[O:18].[NH2:27][C:28]1[CH:40]=[CH:39][C:31]([C:32]([O:34][C:35]([CH3:38])([CH3:37])[CH3:36])=[O:33])=[CH:30][CH:29]=1.N1C=CC=CC=1. The yield is 0.930. (4) The reactants are CO.C([O:10][C:11]1[C:12]([CH3:28])=[C:13]([CH3:27])[C:14]([NH:18][C:19](=[O:26])[C:20]2[CH:25]=[CH:24][CH:23]=[CH:22][CH:21]=2)=[N:15][C:16]=1[CH3:17])C1C=CC=CC=1. The catalyst is [Pd]. The product is [OH:10][C:11]1[C:12]([CH3:28])=[C:13]([CH3:27])[C:14]([NH:18][C:19](=[O:26])[C:20]2[CH:21]=[CH:22][CH:23]=[CH:24][CH:25]=2)=[N:15][C:16]=1[CH3:17]. The yield is 0.620. (5) The reactants are C([O:3][C:4]([C:6]1([CH2:16][C:17]#[N:18])[CH2:15][CH2:14][C:9]2([O:13][CH2:12][CH2:11][O:10]2)[CH2:8][CH2:7]1)=O)C.[H][H]. The catalyst is CO.C(O)(=O)C.[Pt](=O)=O. The product is [O:13]1[C:9]2([CH2:14][CH2:15][C:6]3([CH2:16][CH2:17][NH:18][C:4]3=[O:3])[CH2:7][CH2:8]2)[O:10][CH2:11][CH2:12]1. The yield is 0.390. (6) The reactants are [NH2:1][CH2:2][C@H:3]1[CH2:8][CH2:7][CH2:6][CH2:5][C@@H:4]1[NH:9][CH:10]1[CH2:15][CH2:14][N:13]([C:16]([O:18][C:19]([CH3:22])([CH3:21])[CH3:20])=[O:17])[CH2:12][CH2:11]1.[C:23](N1C=CN=C1)(N1C=CN=C1)=[O:24]. The catalyst is CC#N. The product is [O:24]=[C:23]1[NH:1][CH2:2][C@@H:3]2[C@H:4]([CH2:5][CH2:6][CH2:7][CH2:8]2)[N:9]1[CH:10]1[CH2:15][CH2:14][N:13]([C:16]([O:18][C:19]([CH3:22])([CH3:21])[CH3:20])=[O:17])[CH2:12][CH2:11]1. The yield is 0.380. (7) The yield is 0.960. The product is [CH2:1]([O:3][CH:4]([O:18][CH2:19][CH3:20])[CH2:5][N:6]1[C:14]2[CH2:13][CH2:12][CH2:11][CH2:10][C:9]=2[CH:8]=[C:7]1[C:15]([NH2:28])=[O:16])[CH3:2]. The reactants are [CH2:1]([O:3][CH:4]([O:18][CH2:19][CH3:20])[CH2:5][N:6]1[C:14]2[CH2:13][CH2:12][CH2:11][CH2:10][C:9]=2[CH:8]=[C:7]1[C:15](O)=[O:16])[CH3:2].F[P-](F)(F)(F)(F)F.[N:28]1(OC(N(C)C)=[N+](C)C)C2N=CC=CC=2N=N1.C(N(CC)CC)C.[OH-].[NH4+]. The catalyst is CN(C)C=O.CN(C1C=CN=CC=1)C.O.